This data is from Forward reaction prediction with 1.9M reactions from USPTO patents (1976-2016). The task is: Predict the product of the given reaction. (1) Given the reactants [S:1]1[CH:5]=[CH:4][N:3]=[C:2]1[NH:6][C:7]([NH:9][C:10]1[CH:29]=[CH:28][C:13]([O:14][C:15]2[C:24]3[C:19](=[CH:20][CH:21]=[C:22]([C:25]([OH:27])=[O:26])[CH:23]=3)[N:18]=[CH:17][CH:16]=2)=[CH:12][CH:11]=1)=[O:8].Cl.[CH2:31](N=C=NCCCN(C)C)C.[OH2:42].ON1C2C=CC=CC=2N=N1.C(N(CC)CC)C.[CH3:60][O:61][CH2:62][CH2:63]N, predict the reaction product. The product is: [CH3:31][O:42][C:21]1[CH:20]=[C:19]2[C:24]([C:15]([O:14][C:13]3[CH:12]=[CH:11][C:10]([NH:9][C:7]([NH:6][C:2]4[S:1][CH:5]=[CH:4][N:3]=4)=[O:8])=[CH:29][CH:28]=3)=[CH:16][CH:17]=[N:18]2)=[CH:23][C:22]=1[C:25]([O:27][CH2:63][CH2:62][O:61][CH3:60])=[O:26]. (2) The product is: [CH2:40]([O:39][C:35]1[CH:34]=[C:33]([C:30]2[CH:29]=[CH:28][C:27]([CH2:26][CH:15]([NH:16][S:17]([C:20]3[CH:21]=[N:22][CH:23]=[CH:24][CH:25]=3)(=[O:18])=[O:19])[C:11]3[N:10]=[C:9]([NH:8][CH2:42][C:43]([OH:45])=[O:44])[CH:14]=[CH:13][CH:12]=3)=[CH:32][CH:31]=2)[CH:38]=[CH:37][CH:36]=1)[CH3:41]. Given the reactants C(OC([N:8]([CH2:42][C:43]([O:45]C(C)(C)C)=[O:44])[C:9]1[CH:14]=[CH:13][CH:12]=[C:11]([CH:15]([CH2:26][C:27]2[CH:32]=[CH:31][C:30]([C:33]3[CH:38]=[CH:37][CH:36]=[C:35]([O:39][CH2:40][CH3:41])[CH:34]=3)=[CH:29][CH:28]=2)[NH:16][S:17]([C:20]2[CH:21]=[N:22][CH:23]=[CH:24][CH:25]=2)(=[O:19])=[O:18])[N:10]=1)=O)(C)(C)C.Cl.O, predict the reaction product.